The task is: Predict which catalyst facilitates the given reaction.. This data is from Catalyst prediction with 721,799 reactions and 888 catalyst types from USPTO. Reactant: [C:1]1([C:11]2[O:12][CH2:13][C@@H:14]([C:16]([O:18][C:19]([CH3:22])([CH3:21])[CH3:20])=[O:17])[N:15]=2)[C:10]2[C:5](=[CH:6][CH:7]=[CH:8][CH:9]=2)[CH:4]=[CH:3][CH:2]=1.[CH2:23](Br)[CH:24]=[CH:25][CH3:26]. Product: [CH2:23]([C@:14]1([C:16]([O:18][C:19]([CH3:22])([CH3:21])[CH3:20])=[O:17])[CH2:13][O:12][C:11]([C:1]2[C:10]3[C:5](=[CH:6][CH:7]=[CH:8][CH:9]=3)[CH:4]=[CH:3][CH:2]=2)=[N:15]1)[CH:24]=[CH:25][CH3:26]. The catalyst class is: 2.